This data is from Catalyst prediction with 721,799 reactions and 888 catalyst types from USPTO. The task is: Predict which catalyst facilitates the given reaction. (1) Reactant: [H-].[Na+].[CH:3]1[C:8]2[C:9]3[NH:10][C:11]4[C:16]([C:17]=3[CH2:18][CH2:19][S:20][C:7]=2[CH:6]=[CH:5][CH:4]=1)=[CH:15][CH:14]=[CH:13][CH:12]=4.[Cl:21][CH2:22][CH2:23][CH2:24][CH2:25][CH2:26][O:27][C:28]1[CH:35]=[CH:34][C:31]([CH2:32]Br)=[CH:30][CH:29]=1.O. Product: [Cl:21][CH2:22][CH2:23][CH2:24][CH2:25][CH2:26][O:27][C:28]1[CH:35]=[CH:34][C:31]([CH2:32][N:10]2[C:11]3[C:16](=[CH:15][CH:14]=[CH:13][CH:12]=3)[C:17]3[CH2:18][CH2:19][S:20][C:7]4[CH:6]=[CH:5][CH:4]=[CH:3][C:8]=4[C:9]2=3)=[CH:30][CH:29]=1. The catalyst class is: 3. (2) Reactant: [C:1]([O:5][C:6](=[O:33])[NH:7][C@:8]([CH3:32])([C:11]1[CH:20]=[CH:19][C:18]2[C:13](=[CH:14][CH:15]=[C:16]([O:21][C@H:22]3[CH2:27][CH2:26][C@H:25]([C:28]([F:31])([F:30])[F:29])[CH2:24][CH2:23]3)[CH:17]=2)[CH:12]=1)[CH2:9][OH:10])([CH3:4])([CH3:3])[CH3:2].N1C=NN=N1.C(N(CC)[P:42]([O:48][C:49]([CH3:52])([CH3:51])[CH3:50])[O:43][C:44]([CH3:47])([CH3:46])[CH3:45])C.[OH:55]O. Product: [C:1]([O:5][C:6](=[O:33])[NH:7][C@:8]([CH3:32])([C:11]1[CH:20]=[CH:19][C:18]2[C:13](=[CH:14][CH:15]=[C:16]([O:21][C@H:22]3[CH2:23][CH2:24][C@H:25]([C:28]([F:30])([F:31])[F:29])[CH2:26][CH2:27]3)[CH:17]=2)[CH:12]=1)[CH2:9][O:10][P:42]([O:43][C:44]([CH3:45])([CH3:46])[CH3:47])([O:48][C:49]([CH3:50])([CH3:51])[CH3:52])=[O:55])([CH3:4])([CH3:2])[CH3:3]. The catalyst class is: 7. (3) Reactant: [CH3:1][C:2]([CH3:17])([CH3:16])[C:3]([NH:5][CH2:6][CH2:7][C:8]1[CH:15]=[CH:14][C:11]([CH2:12][NH2:13])=[CH:10][CH:9]=1)=[O:4].C(#N)C1C=CC=CC=1. Product: [CH3:1][C:2]([CH3:17])([CH3:16])[C:3]([NH:5][CH2:6][CH2:7][C:8]1[CH:9]=[CH:10][C:11]([C:12]#[N:13])=[CH:14][CH:15]=1)=[O:4]. The catalyst class is: 750.